From a dataset of Peptide-MHC class II binding affinity with 134,281 pairs from IEDB. Regression. Given a peptide amino acid sequence and an MHC pseudo amino acid sequence, predict their binding affinity value. This is MHC class II binding data. (1) The peptide sequence is EKKYFAATQFEPLKA. The MHC is HLA-DQA10501-DQB10301 with pseudo-sequence HLA-DQA10501-DQB10301. The binding affinity (normalized) is 0.401. (2) The peptide sequence is DSYKFIPTLVAAVKQ. The MHC is DRB1_0401 with pseudo-sequence DRB1_0401. The binding affinity (normalized) is 0.874. (3) The MHC is DRB1_0404 with pseudo-sequence DRB1_0404. The peptide sequence is VNWEVIIMDEAHFLD. The binding affinity (normalized) is 0.479.